This data is from Forward reaction prediction with 1.9M reactions from USPTO patents (1976-2016). The task is: Predict the product of the given reaction. Given the reactants C([O:8][N:9]1[C:15](=[O:16])[N:14]2[CH2:17][C@H:10]1[CH2:11][CH2:12][C@H:13]2[C:18]([NH:20][O:21][C@H:22]1[CH2:26][CH2:25][C@H:24]([CH2:27][NH:28][C:29](=[O:35])[O:30][C:31]([CH3:34])([CH3:33])[CH3:32])[CH2:23]1)=[O:19])C1C=CC=CC=1, predict the reaction product. The product is: [OH:8][N:9]1[C:15](=[O:16])[N:14]2[CH2:17][C@H:10]1[CH2:11][CH2:12][C@H:13]2[C:18]([NH:20][O:21][C@H:22]1[CH2:26][CH2:25][C@H:24]([CH2:27][NH:28][C:29](=[O:35])[O:30][C:31]([CH3:33])([CH3:32])[CH3:34])[CH2:23]1)=[O:19].